From a dataset of Reaction yield outcomes from USPTO patents with 853,638 reactions. Predict the reaction yield, written as a fraction of the theoretical maximum amount of product (1.0 means a 100% yield; for example, 0.34 means a 34% yield). (1) The reactants are [Cl:1][C:2]1[CH:10]=[CH:9][C:8]([CH:11]2[CH2:13][CH2:12]2)=[CH:7][C:3]=1[C:4](O)=[O:5].ClC(OC(C)C)=O.CC[N:23](C(C)C)C(C)C.N. The catalyst is C1COCC1. The product is [Cl:1][C:2]1[CH:10]=[CH:9][C:8]([CH:11]2[CH2:13][CH2:12]2)=[CH:7][C:3]=1[C:4]([NH2:23])=[O:5]. The yield is 0.430. (2) The reactants are [Br:1][C:2]1[CH:7]=[C:6]([F:8])[CH:5]=[CH:4][C:3]=1[NH:9]N.[C:11]([O:16][CH2:17][CH3:18])(=[O:15])[C:12]([CH3:14])=O.C(=O)([O-])O.[Na+]. The catalyst is C(O)C.CS(O)(=O)=O.O=P12OP3(OP(OP(O3)(O1)=O)(=O)O2)=O.ClCCl. The product is [CH2:17]([O:16][C:11]([C:12]1[NH:9][C:3]2[C:4]([CH:14]=1)=[CH:5][C:6]([F:8])=[CH:7][C:2]=2[Br:1])=[O:15])[CH3:18]. The yield is 0.680. (3) The reactants are [C:1]([O:5][C:6]([N:8]1[CH2:13][CH2:12][CH:11]([OH:14])[CH2:10][CH2:9]1)=[O:7])([CH3:4])([CH3:3])[CH3:2].[H-].[Na+].[Cl:17][C:18]1[CH:19]=[N:20][CH:21]=[C:22]([Cl:25])[C:23]=1Cl. The catalyst is CN(C=O)C. The product is [C:1]([O:5][C:6]([N:8]1[CH2:13][CH2:12][CH:11]([O:14][C:23]2[C:22]([Cl:25])=[CH:21][N:20]=[CH:19][C:18]=2[Cl:17])[CH2:10][CH2:9]1)=[O:7])([CH3:4])([CH3:2])[CH3:3]. The yield is 0.280. (4) The yield is 0.243. The catalyst is CN(C=O)C. The reactants are [C:1](=[O:5])([O:3][CH3:4])[NH2:2].[H-].[Na+].[Cl:8][C:9]1[N:14]=[C:13](Cl)[CH:12]=[CH:11][N:10]=1.O. The product is [CH3:4][O:3][C:1](=[O:5])[NH:2][C:11]1[CH:12]=[CH:13][N:14]=[C:9]([Cl:8])[N:10]=1. (5) The reactants are [C:1]([O:5][C:6](=[O:22])[NH:7][C:8]([CH3:21])([CH3:20])[CH2:9][C:10]1[C:18]2[C:13](=[C:14]([OH:19])[CH:15]=[CH:16][CH:17]=2)[NH:12][CH:11]=1)([CH3:4])([CH3:3])[CH3:2].[H-].[Na+].Cl[C:26]1[N:33]=[CH:32][CH:31]=[CH:30][C:27]=1[C:28]#[N:29].O. The catalyst is CN(C)C=O. The product is [C:1]([O:5][C:6](=[O:22])[NH:7][C:8]([CH3:21])([CH3:20])[CH2:9][C:10]1[C:18]2[C:13](=[C:14]([O:19][C:26]3[C:27]([C:28]#[N:29])=[CH:30][CH:31]=[CH:32][N:33]=3)[CH:15]=[CH:16][CH:17]=2)[NH:12][CH:11]=1)([CH3:4])([CH3:2])[CH3:3]. The yield is 0.960. (6) The reactants are [CH3:1][C@@H:2]1[NH:7][CH2:6][CH2:5][N:4]([C:8]([O:10][C:11]([CH3:14])([CH3:13])[CH3:12])=[O:9])[CH2:3]1.[Br:15][C:16]1[CH:21]=[N:20][C:19](Br)=[CH:18][N:17]=1. The product is [Br:15][C:16]1[N:17]=[CH:18][C:19]([N:7]2[CH2:6][CH2:5][N:4]([C:8]([O:10][C:11]([CH3:13])([CH3:12])[CH3:14])=[O:9])[CH2:3][C@@H:2]2[CH3:1])=[N:20][CH:21]=1. The yield is 0.190. No catalyst specified.